From a dataset of Full USPTO retrosynthesis dataset with 1.9M reactions from patents (1976-2016). Predict the reactants needed to synthesize the given product. Given the product [C:1]([O:5][C:6]([NH:8][C@@H:9]([CH2:13][CH2:14][NH:15][CH2:16][CH2:17][CH2:18][C:19]1[CH:24]=[C:23]([Cl:25])[CH:22]=[CH:21][C:20]=1[OH:26])[C:10]([OH:12])=[O:11])=[O:7])([CH3:4])([CH3:2])[CH3:3], predict the reactants needed to synthesize it. The reactants are: [C:1]([O:5][C:6]([NH:8][C@@H:9]([CH2:13][CH2:14][NH:15][CH2:16]/[CH:17]=[CH:18]/[C:19]1[CH:24]=[C:23]([Cl:25])[CH:22]=[CH:21][C:20]=1[OH:26])[C:10]([OH:12])=[O:11])=[O:7])([CH3:4])([CH3:3])[CH3:2].